This data is from TCR-epitope binding with 47,182 pairs between 192 epitopes and 23,139 TCRs. The task is: Binary Classification. Given a T-cell receptor sequence (or CDR3 region) and an epitope sequence, predict whether binding occurs between them. The epitope is DATYQRTRALVR. The TCR CDR3 sequence is CASSQSGGGIGNSPLHF. Result: 1 (the TCR binds to the epitope).